Predict the product of the given reaction. From a dataset of Forward reaction prediction with 1.9M reactions from USPTO patents (1976-2016). (1) Given the reactants Cl.[Br:2][C:3]1[CH:8]=[CH:7][C:6]([C@H:9]2[CH2:14][N:13](C(OC(C)(C)C)=O)[CH2:12][CH2:11][N:10]2C(OC(C)(C)C)=O)=[CH:5][CH:4]=1, predict the reaction product. The product is: [Br:2][C:3]1[CH:4]=[CH:5][C:6]([C@H:9]2[CH2:14][NH:13][CH2:12][CH2:11][NH:10]2)=[CH:7][CH:8]=1. (2) Given the reactants [C:1]([C:3]1[CH:8]=[CH:7][C:6]([CH:9]2[CH2:14][C:13](=[O:15])[N:12]([C:16]3[CH:21]=[CH:20][CH:19]=[C:18]([C:22]([F:25])([F:24])[F:23])[CH:17]=3)[C:11]([CH3:26])=[C:10]2[C:27]([OH:29])=[O:28])=[CH:5][CH:4]=1)#[N:2].C1N=CN(C(N2C=NC=C2)=O)C=1.[CH2:42](O)[CH2:43][OH:44].C(N(CC)CC)C, predict the reaction product. The product is: [C:1]([C:3]1[CH:4]=[CH:5][C:6]([CH:9]2[CH2:14][C:13](=[O:15])[N:12]([C:16]3[CH:21]=[CH:20][CH:19]=[C:18]([C:22]([F:24])([F:25])[F:23])[CH:17]=3)[C:11]([CH3:26])=[C:10]2[C:27]([O:29][CH2:42][CH2:43][OH:44])=[O:28])=[CH:7][CH:8]=1)#[N:2]. (3) Given the reactants [Br:1][C:2]1[CH:10]=[C:9]([C:11]([F:14])([F:13])[F:12])[CH:8]=[C:7]2[C:3]=1[CH2:4][CH2:5][NH:6]2.[C:15](Cl)(=[O:19])[CH:16]([CH3:18])[CH3:17].N1C=CC=CC=1.O, predict the reaction product. The product is: [Br:1][C:2]1[CH:10]=[C:9]([C:11]([F:12])([F:13])[F:14])[CH:8]=[C:7]2[C:3]=1[CH2:4][CH2:5][N:6]2[C:15](=[O:19])[CH:16]([CH3:18])[CH3:17]. (4) Given the reactants O=P(Cl)(Cl)Cl.O=[C:7]1[CH:12]([NH:13][C:14](=[O:21])[C:15]2[CH:20]=[CH:19][CH:18]=[CH:17][N:16]=2)[CH2:11][CH2:10][N:9]([C:22]([O:24][CH2:25][C:26]2[CH:31]=[CH:30][CH:29]=[CH:28][CH:27]=2)=[O:23])[CH2:8]1.O, predict the reaction product. The product is: [N:16]1[CH:17]=[CH:18][CH:19]=[CH:20][C:15]=1[C:14]1[O:21][C:7]2[CH2:8][N:9]([C:22]([O:24][CH2:25][C:26]3[CH:31]=[CH:30][CH:29]=[CH:28][CH:27]=3)=[O:23])[CH2:10][CH2:11][C:12]=2[N:13]=1. (5) Given the reactants [Cl:1][C:2]1[CH:18]=C(C#N)[CH:16]=[C:15]([CH3:21])[C:3]=1[O:4][CH2:5][CH2:6][CH2:7][C:8]([O:10][C:11]([CH3:14])([CH3:13])[CH3:12])=[O:9].C([N:24]([CH2:27][CH3:28])CC)C.Cl.[NH2:30][OH:31], predict the reaction product. The product is: [Cl:1][C:2]1[CH:18]=[C:28]([C:27](=[NH:24])[NH:30][OH:31])[CH:16]=[C:15]([CH3:21])[C:3]=1[O:4][CH2:5][CH2:6][CH2:7][C:8]([O:10][C:11]([CH3:14])([CH3:13])[CH3:12])=[O:9]. (6) Given the reactants B(Br)(Br)Br.C[O:6][C:7]1[C:12]([C:13]2[CH:28]=[CH:27][C:16]([O:17][C:18]3[C:23]4[CH:24]=[CH:25][O:26][C:22]=4[CH:21]=[CH:20][N:19]=3)=[CH:15][C:14]=2[CH3:29])=[C:11]([CH3:30])[N:10]=[CH:9][N:8]=1.CO.C(=O)(O)[O-].[Na+], predict the reaction product. The product is: [O:26]1[C:22]2[CH:21]=[CH:20][N:19]=[C:18]([O:17][C:16]3[CH:27]=[CH:28][C:13]([C:12]4[C:7]([OH:6])=[N:8][CH:9]=[N:10][C:11]=4[CH3:30])=[C:14]([CH3:29])[CH:15]=3)[C:23]=2[CH:24]=[CH:25]1. (7) Given the reactants Br[C:2]1[S:3][CH:4]=[C:5]([C:7]([NH:9][C:10]2[CH:11]=[N:12][N:13]([CH3:31])[C:14]=2[C@H:15]2[O:21][CH2:20][C@@H:19]([F:22])[C@H:18]([NH:23]C(=O)OC(C)(C)C)[CH2:17][CH2:16]2)=[O:8])[N:6]=1.[CH:32]1([CH:35]([C:37]2[CH:42]=[C:41]([F:43])[C:40](B3OC(C)(C)C(C)(C)O3)=[C:39]([F:53])[CH:38]=2)[OH:36])[CH2:34][CH2:33]1, predict the reaction product. The product is: [NH2:23][C@H:18]1[C@H:19]([F:22])[CH2:20][O:21][C@H:15]([C:14]2[N:13]([CH3:31])[N:12]=[CH:11][C:10]=2[NH:9][C:7]([C:5]2[N:6]=[C:2]([C:40]3[C:39]([F:53])=[CH:38][C:37]([CH:35]([CH:32]4[CH2:34][CH2:33]4)[OH:36])=[CH:42][C:41]=3[F:43])[S:3][CH:4]=2)=[O:8])[CH2:16][CH2:17]1.